From a dataset of Full USPTO retrosynthesis dataset with 1.9M reactions from patents (1976-2016). Predict the reactants needed to synthesize the given product. (1) Given the product [Br:11][C:7]1[C:6]2[N:1]=[CH:2][NH:3][C:4](=[O:10])[C:5]=2[S:9][CH:8]=1, predict the reactants needed to synthesize it. The reactants are: [N:1]1[C:6]2[CH:7]=[CH:8][S:9][C:5]=2[C:4](=[O:10])[NH:3][CH:2]=1.[Br:11]Br. (2) Given the product [CH:38]1[CH:39]=[C:40]2[C:9]3[N:10]=[C:11]([C:35]2=[CH:36][CH:37]=1)[N:12]=[C:13]1[C:34]2[C:29]([C:15](=[N:14]1)[N:16]=[C:17]1[C:28]4[C:23]([C:19](=[N:18]1)[N:20]=[C:21]1[C:4]5[C:5]([C:7](=[N:22]1)[N:8]=3)=[CH:6][CH:1]=[CH:2][CH:3]=5)=[CH:24][CH:25]=[CH:26][CH:27]=4)=[CH:30][CH:31]=[CH:32][CH:33]=2.[Cu:41].[Cu:41].[CH:37]1[CH:38]=[CH:39][C:40]2[C:35](=[C:11]3[N:12]=[C:13]4[N:14]=[C:15]([C:29]5[CH:30]=[CH:31][CH:32]=[CH:33][C:34]=54)[N:16]=[C:17]4[NH:18][C:19]([C:23]5[CH:24]=[CH:25][CH:26]=[CH:27][C:28]=54)=[N:20][C:21]4=[N:22][C:7]([C:5]5[CH:6]=[CH:1][CH:2]=[CH:3][C:4]=54)=[N:8][C:9]=2[NH:10]3)[CH:36]=1, predict the reactants needed to synthesize it. The reactants are: [CH:1]1[CH:6]=[C:5]2[C:7]3[N:22]=[C:21]([C:4]2=[CH:3][CH:2]=1)[N:20]=[C:19]1[C:23]2[C:28]([C:17](=[N:18]1)[N:16]=[C:15]1[C:29]4[C:34]([C:13](=[N:14]1)[N:12]=[C:11]1[C:35]5[C:40]([C:9](=[N:10]1)[N:8]=3)=[CH:39][CH:38]=[CH:37][CH:36]=5)=[CH:33][CH:32]=[CH:31][CH:30]=4)=[CH:27][CH:26]=[CH:25][CH:24]=2.[Cu:41].C(O)(=O)C1C(=CC=CC=1)C(O)=O. (3) Given the product [CH3:35][N:36]1[CH2:41][CH2:40][C:39]([C:2]2[CH:3]=[C:4]3[C:8](=[CH:9][CH:10]=2)[CH2:7][N:6]([C:11]([C:24]2[CH:29]=[CH:28][CH:27]=[CH:26][CH:25]=2)([C:18]2[CH:19]=[CH:20][CH:21]=[CH:22][CH:23]=2)[C:12]2[CH:17]=[CH:16][CH:15]=[CH:14][CH:13]=2)[CH2:5]3)([OH:42])[CH2:38][CH2:37]1, predict the reactants needed to synthesize it. The reactants are: Br[C:2]1[CH:3]=[C:4]2[C:8](=[CH:9][CH:10]=1)[CH2:7][N:6]([C:11]([C:24]1[CH:29]=[CH:28][CH:27]=[CH:26][CH:25]=1)([C:18]1[CH:23]=[CH:22][CH:21]=[CH:20][CH:19]=1)[C:12]1[CH:17]=[CH:16][CH:15]=[CH:14][CH:13]=1)[CH2:5]2.C([Li])CCC.[CH3:35][N:36]1[CH2:41][CH2:40][C:39](=[O:42])[CH2:38][CH2:37]1. (4) Given the product [C:40]([C:38]1[CH:39]=[C:35]([NH:34][C:33]([NH:28][C@@H:21]2[C:22]3[C:27](=[CH:26][CH:25]=[CH:24][CH:23]=3)[C@H:18]([O:17][C:14]3[CH:15]=[CH:16][C:11]4[N:12]([C:8]([N:3]5[CH2:4][CH2:5][CH2:6][CH2:7][C@@H:2]5[CH3:1])=[N:9][N:10]=4)[CH:13]=3)[CH2:19][CH2:20]2)=[O:32])[N:36]([C:44]2[CH:49]=[CH:48][CH:47]=[C:46]([CH2:50][OH:51])[CH:45]=2)[N:37]=1)([CH3:43])([CH3:41])[CH3:42], predict the reactants needed to synthesize it. The reactants are: [CH3:1][C@H:2]1[CH2:7][CH2:6][CH2:5][CH2:4][N:3]1[C:8]1[N:12]2[CH:13]=[C:14]([O:17][C@H:18]3[C:27]4[C:22](=[CH:23][CH:24]=[CH:25][CH:26]=4)[C@@H:21]([NH2:28])[CH2:20][CH2:19]3)[CH:15]=[CH:16][C:11]2=[N:10][N:9]=1.ClC(Cl)(Cl)C[O:32][C:33](=O)[NH:34][C:35]1[N:36]([C:44]2[CH:49]=[CH:48][CH:47]=[C:46]([CH2:50][OH:51])[CH:45]=2)[N:37]=[C:38]([C:40]([CH3:43])([CH3:42])[CH3:41])[CH:39]=1.CCN(C(C)C)C(C)C. (5) Given the product [CH3:1][S:2]([N:10]1[CH2:9][CH2:8][N:7]([CH2:13][CH:14]([N:18]2[CH:22]=[C:21]([C:23]3[C:24]4[CH:31]=[CH:30][NH:29][C:25]=4[N:26]=[CH:27][N:28]=3)[CH:20]=[N:19]2)[CH2:15][C:16]#[N:17])[CH2:12][CH2:11]1)(=[O:4])=[O:3], predict the reactants needed to synthesize it. The reactants are: [CH3:1][S:2](Cl)(=[O:4])=[O:3].Cl.[N:7]1([CH2:13][CH:14]([N:18]2[CH:22]=[C:21]([C:23]3[C:24]4[CH:31]=[CH:30][N:29](COCC[Si](C)(C)C)[C:25]=4[N:26]=[CH:27][N:28]=3)[CH:20]=[N:19]2)[CH2:15][C:16]#[N:17])[CH2:12][CH2:11][NH:10][CH2:9][CH2:8]1.C(N(CC)CC)C.FC(F)(F)C(O)=O.CO.C(N)CN. (6) Given the product [C:1]([C:3]1[CH:16]=[CH:15][C:6]([CH2:7][N:8]2[C:12]([CH:13]=[O:14])=[CH:11][N:10]=[CH:9]2)=[CH:5][CH:4]=1)#[N:2], predict the reactants needed to synthesize it. The reactants are: [C:1]([C:3]1[CH:16]=[CH:15][C:6]([CH2:7][N:8]2[C:12]([CH2:13][OH:14])=[CH:11][N:10]=[CH:9]2)=[CH:5][CH:4]=1)#[N:2].C(N(CC)CC)C.CCOC(C)=O. (7) Given the product [Br:1][C:2]1[N:3]([C:21]([CH3:24])([CH3:23])[CH3:22])[C:4]([CH:12]([C:14]2[CH:19]=[CH:18][C:17]([Cl:20])=[CH:16][CH:15]=2)[NH:25][C:26]2[CH:27]=[C:28]([CH3:34])[C:29](=[O:33])[N:30]([CH3:32])[CH:31]=2)=[C:5]([C:7]([O:9][CH2:10][CH3:11])=[O:8])[N:6]=1, predict the reactants needed to synthesize it. The reactants are: [Br:1][C:2]1[N:3]([C:21]([CH3:24])([CH3:23])[CH3:22])[C:4]([CH:12]([C:14]2[CH:19]=[CH:18][C:17]([Cl:20])=[CH:16][CH:15]=2)O)=[C:5]([C:7]([O:9][CH2:10][CH3:11])=[O:8])[N:6]=1.[NH2:25][C:26]1[CH:27]=[C:28]([CH3:34])[C:29](=[O:33])[N:30]([CH3:32])[CH:31]=1.